This data is from Forward reaction prediction with 1.9M reactions from USPTO patents (1976-2016). The task is: Predict the product of the given reaction. (1) Given the reactants C(O[C:4]([C:6]1[C:11](=[O:12])[N:10]([CH2:13][C:14]2[CH:19]=[CH:18][C:17]([Cl:20])=[CH:16][CH:15]=2)[N:9]2[CH:21]=[CH:22][CH:23]=[C:8]2[C:7]=1[OH:24])=[O:5])C.[NH2:25][CH2:26][C:27]([O-:29])=[O:28].[Na+], predict the reaction product. The product is: [Cl:20][C:17]1[CH:16]=[CH:15][C:14]([CH2:13][N:10]2[C:11](=[O:12])[C:6]([C:4]([NH:25][CH2:26][C:27]([OH:29])=[O:28])=[O:5])=[C:7]([OH:24])[C:8]3=[CH:23][CH:22]=[CH:21][N:9]23)=[CH:19][CH:18]=1. (2) The product is: [F:47][C:43]1[CH:42]=[C:41]([CH2:40][N:6]2[C:5]([C:12](=[N:22][O:23][CH2:24][C:25]3[CH:26]=[CH:27][C:28]([O:31][CH3:32])=[CH:29][CH:30]=3)[C:13]3[CH:14]=[C:15]([CH:18]=[C:19]([CH3:21])[CH:20]=3)[C:16]#[N:17])=[C:4]([CH:1]([CH3:3])[CH3:2])[C:9](=[O:10])[NH:8][C:7]2=[O:11])[CH:46]=[CH:45][N:44]=1. Given the reactants [CH:1]([C:4]1[C:9](=[O:10])[NH:8][C:7](=[O:11])[NH:6][C:5]=1[C:12](=[N:22][O:23][CH2:24][C:25]1[CH:30]=[CH:29][C:28]([O:31][CH3:32])=[CH:27][CH:26]=1)[C:13]1[CH:14]=[C:15]([CH:18]=[C:19]([CH3:21])[CH:20]=1)[C:16]#[N:17])([CH3:3])[CH3:2].C(=O)([O-])[O-].[K+].[K+].Br[CH2:40][C:41]1[CH:46]=[CH:45][N:44]=[C:43]([F:47])[CH:42]=1.[I-].[Li+], predict the reaction product. (3) Given the reactants [N:1]1[C:10]2[C:5](=[CH:6][CH:7]=[CH:8][CH:9]=2)[CH:4]=[C:3]([C:11]2[CH:12]=[N:13][N:14]3[C:19]([N:20]([CH2:29][O:30][CH2:31][CH2:32][Si:33]([CH3:36])([CH3:35])[CH3:34])[CH2:21][O:22][CH2:23][CH2:24][Si:25]([CH3:28])([CH3:27])[CH3:26])=[CH:18][C:17]([CH:37]=C)=[N:16][C:15]=23)[CH:2]=1.[O:39]1CCOCC1.N1C(C)=CC=CC=1C.[O-]S([O-])(=S)=O.[Na+].[Na+], predict the reaction product. The product is: [CH3:36][Si:33]([CH3:34])([CH3:35])[CH2:32][CH2:31][O:30][CH2:29][N:20]([CH2:21][O:22][CH2:23][CH2:24][Si:25]([CH3:26])([CH3:27])[CH3:28])[C:19]1[N:14]2[N:13]=[CH:12][C:11]([C:3]3[CH:2]=[N:1][C:10]4[C:5]([CH:4]=3)=[CH:6][CH:7]=[CH:8][CH:9]=4)=[C:15]2[N:16]=[C:17]([CH:37]=[O:39])[CH:18]=1. (4) Given the reactants ClC1C=CC(N2C=C(Cl)N=N2)=C(C2N=CN=C(O)C=2)C=1.[Cl:21][C:22]1[CH:23]=[CH:24][C:25]([N:36]2[CH:40]=[C:39]([CH:41]([F:43])[F:42])[N:38]=[N:37]2)=[C:26]([C:28]2[CH:33]=[C:32]([O:34]C)[N:31]=[CH:30][N:29]=2)[CH:27]=1, predict the reaction product. The product is: [Cl:21][C:22]1[CH:23]=[CH:24][C:25]([N:36]2[CH:40]=[C:39]([CH:41]([F:43])[F:42])[N:38]=[N:37]2)=[C:26]([C:28]2[N:29]=[CH:30][N:31]=[C:32]([OH:34])[CH:33]=2)[CH:27]=1. (5) Given the reactants [CH:1]([N:4]=[C:5]=[N:6][CH:7]([CH3:9])[CH3:8])([CH3:3])[CH3:2].[CH2:10]([OH:17])[C:11]1[CH:16]=[CH:15][CH:14]=[CH:13][CH:12]=1, predict the reaction product. The product is: [CH2:10]([O:17][C:5](=[N:6][CH:7]([CH3:9])[CH3:8])[NH:4][CH:1]([CH3:3])[CH3:2])[C:11]1[CH:16]=[CH:15][CH:14]=[CH:13][CH:12]=1. (6) Given the reactants Cl.Cl.[C@H]1([CH2:13][N:14]2[CH2:19][CH2:18][CH:17]([NH:20][C:21]([C:23]3[NH:24][C:25]4[C:30]([CH:31]=3)=[C:29]([O:32][CH2:33][C:34]3[C:38]5[C:39]([Cl:43])=[CH:40][CH:41]=[CH:42][C:37]=5[O:36][CH:35]=3)[CH:28]=[CH:27][CH:26]=4)=[O:22])[CH2:16][CH2:15]2)[C@@H]2N(CCCC2)CCC1.Cl.Cl.Cl.NC1CCN([CH2:54][C@@H:55]([N:57]2[CH2:62][CH2:61][CH:60]([OH:63])[CH2:59][CH2:58]2)C)CC1, predict the reaction product. The product is: [OH:63][CH:60]1[CH2:61][CH2:62][N:57]([C@@H:55]([CH3:54])[CH2:13][N:14]2[CH2:19][CH2:18][CH:17]([NH:20][C:21]([C:23]3[NH:24][C:25]4[C:30]([CH:31]=3)=[C:29]([O:32][CH2:33][C:34]3[C:38]5[C:39]([Cl:43])=[CH:40][CH:41]=[CH:42][C:37]=5[O:36][CH:35]=3)[CH:28]=[CH:27][CH:26]=4)=[O:22])[CH2:16][CH2:15]2)[CH2:58][CH2:59]1. (7) Given the reactants [CH3:1][C:2]1[CH:3]=[C:4]2[C:9](=[CH:10][CH:11]=1)[NH:8][C:7](=[O:12])[C:6]([C:13]#[N:14])=[C:5]2[N:15]1[CH2:20][CH2:19][N:18]([C:21]([C:23]2[S:24][CH:25]=[CH:26][CH:27]=2)=[O:22])[CH2:17][CH2:16]1.Cl[CH2:29][CH2:30][N:31]1[CH2:36][CH2:35][O:34][CH2:33][CH2:32]1.C(=O)([O-])[O-].[K+].[K+], predict the reaction product. The product is: [CH3:1][C:2]1[CH:3]=[C:4]2[C:9](=[CH:10][CH:11]=1)[N:8]([CH2:29][CH2:30][N:31]1[CH2:36][CH2:35][O:34][CH2:33][CH2:32]1)[C:7](=[O:12])[C:6]([C:13]#[N:14])=[C:5]2[N:15]1[CH2:16][CH2:17][N:18]([C:21]([C:23]2[S:24][CH:25]=[CH:26][CH:27]=2)=[O:22])[CH2:19][CH2:20]1. (8) Given the reactants [NH2:1][C:2]1[CH:3]=[C:4]([CH:9]=[CH:10][N:11]=1)[C:5]([O:7][CH3:8])=[O:6].[F:12][C:13]([F:23])([F:22])[C:14]1[CH:15]=[C:16]([CH:19]=[CH:20][CH:21]=1)[CH:17]=O.C(O)(=O)C.[Na], predict the reaction product. The product is: [F:12][C:13]([F:22])([F:23])[C:14]1[CH:15]=[C:16]([CH:19]=[CH:20][CH:21]=1)[CH2:17][NH:1][C:2]1[CH:3]=[C:4]([CH:9]=[CH:10][N:11]=1)[C:5]([O:7][CH3:8])=[O:6]. (9) Given the reactants I[C:2]1[CH:3]=[C:4]([CH:8]=[C:9]([N+:11]([O-:13])=[O:12])[CH:10]=1)[N:5]([CH3:7])[CH3:6].[B:14]1([B:14]2[O:18][C:17]([CH3:20])([CH3:19])[C:16]([CH3:22])([CH3:21])[O:15]2)[O:18][C:17]([CH3:20])([CH3:19])[C:16]([CH3:22])([CH3:21])[O:15]1.C([O-])(=O)C.[K+], predict the reaction product. The product is: [CH3:6][N:5]([CH3:7])[C:4]1[CH:3]=[C:2]([B:14]2[O:18][C:17]([CH3:20])([CH3:19])[C:16]([CH3:22])([CH3:21])[O:15]2)[CH:10]=[C:9]([N+:11]([O-:13])=[O:12])[CH:8]=1.